Task: Predict the reaction yield, written as a fraction of the theoretical maximum amount of product (1.0 means a 100% yield; for example, 0.34 means a 34% yield).. Dataset: Reaction yield outcomes from USPTO patents with 853,638 reactions The reactants are [F:1][C:2]([F:12])([F:11])[O:3][C:4]1[CH:10]=[CH:9][C:7]([NH2:8])=[CH:6][CH:5]=1.[N+:13]([O-])([OH:15])=[O:14].N. The catalyst is S(=O)(=O)(O)O. The product is [N+:13]([C:5]1[CH:6]=[C:7]([CH:9]=[CH:10][C:4]=1[O:3][C:2]([F:11])([F:12])[F:1])[NH2:8])([O-:15])=[O:14]. The yield is 0.630.